The task is: Predict the product of the given reaction.. This data is from Forward reaction prediction with 1.9M reactions from USPTO patents (1976-2016). (1) Given the reactants [CH2:1]([C:3]1[CH:8]=[CH:7][C:6]([C:9](=O)[CH3:10])=[CH:5][CH:4]=1)[CH3:2].[C:12]([CH2:14][C:15]([O:17][CH2:18][CH3:19])=[O:16])#[N:13].C([O-])(=O)C.[NH4+], predict the reaction product. The product is: [CH2:18]([O:17][C:15](=[O:16])[C:14]([C:12]#[N:13])=[C:1]([C:3]1[CH:8]=[CH:7][C:6]([CH2:9][CH3:10])=[CH:5][CH:4]=1)[CH3:2])[CH3:19]. (2) Given the reactants [OH:1][CH2:2][C:3]1[CH:8]=[CH:7][C:6]([OH:9])=[CH:5][CH:4]=1.[Cl:10][C:11]1[CH:12]=[C:13]([C:22]2[CH2:23][CH2:24][C:25](=[O:28])[NH:26][N:27]=2)[CH:14]=[CH:15][C:16]=1[O:17][CH2:18][CH2:19][CH2:20]O.[O-]S(C(F)(F)F)(=O)=O.[Yb+3].[O-]S(C(F)(F)F)(=O)=O.[O-]S(C(F)(F)F)(=O)=O, predict the reaction product. The product is: [Cl:10][C:11]1[CH:12]=[C:13]([C:22]2[CH2:23][CH2:24][C:25](=[O:28])[NH:26][N:27]=2)[CH:14]=[CH:15][C:16]=1[O:17][CH2:18][CH2:19][CH2:20][O:1][CH2:2][C:3]1[CH:8]=[CH:7][C:6]([OH:9])=[CH:5][CH:4]=1. (3) Given the reactants [F:1][C:2]([F:15])([F:14])[O:3][C:4]1[CH:9]=[CH:8][CH:7]=[CH:6][C:5]=1[NH:10][C:11]([NH2:13])=[S:12].BrBr, predict the reaction product. The product is: [F:15][C:2]([F:14])([F:1])[O:3][C:4]1[C:5]2[N:10]=[C:11]([NH2:13])[S:12][C:6]=2[CH:7]=[CH:8][CH:9]=1. (4) Given the reactants [CH:1]1([C@:4]2([OH:12])[CH2:8][CH2:7][NH:6][C@H:5]2[CH:9]([CH3:11])C)[CH2:3]C1.[Cl:13][C:14]1[CH:21]=[C:20](F)[CH:19]=[CH:18][C:15]=1[C:16]#[N:17].C(=O)([O-])[O-].[Li+].[Li+], predict the reaction product. The product is: [Cl:13][C:14]1[CH:21]=[C:20]([N:6]2[CH2:7][CH2:8][C@:4]([CH2:1][CH3:3])([OH:12])[C@@H:5]2[CH2:9][CH3:11])[CH:19]=[CH:18][C:15]=1[C:16]#[N:17]. (5) Given the reactants [CH3:1][O:2][C:3]1[CH:8]=[CH:7][C:6]([CH:9]([N:31]2[CH2:36][CH2:35][N:34]([CH3:37])[CH2:33][CH2:32]2)[CH2:10][N:11]2[CH2:16][CH2:15][N:14]([CH2:17][CH2:18][CH2:19][CH2:20][C:21]3[C:30]4[C:25](=[CH:26][CH:27]=[CH:28][CH:29]=4)[CH:24]=[CH:23][CH:22]=3)[CH2:13][CH2:12]2)=[CH:5][CH:4]=1.[C:38]([OH:45])(=[O:44])/[CH:39]=[CH:40]\[C:41]([OH:43])=[O:42], predict the reaction product. The product is: [C:38]([OH:45])(=[O:44])/[CH:39]=[CH:40]\[C:41]([OH:43])=[O:42].[C:38]([OH:45])(=[O:44])/[CH:39]=[CH:40]\[C:41]([OH:43])=[O:42].[C:38]([OH:45])(=[O:44])/[CH:39]=[CH:40]\[C:41]([OH:43])=[O:42].[CH3:1][O:2][C:3]1[CH:8]=[CH:7][C:6]([CH:9]([N:31]2[CH2:36][CH2:35][N:34]([CH3:37])[CH2:33][CH2:32]2)[CH2:10][N:11]2[CH2:16][CH2:15][N:14]([CH2:17][CH2:18][CH2:19][CH2:20][C:21]3[C:30]4[C:25](=[CH:26][CH:27]=[CH:28][CH:29]=4)[CH:24]=[CH:23][CH:22]=3)[CH2:13][CH2:12]2)=[CH:5][CH:4]=1.